This data is from Reaction yield outcomes from USPTO patents with 853,638 reactions. The task is: Predict the reaction yield, written as a fraction of the theoretical maximum amount of product (1.0 means a 100% yield; for example, 0.34 means a 34% yield). The reactants are [Cl:1][C:2]1[CH:11]=[C:10](Cl)[C:9]2[C:4](=[CH:5][CH:6]=[C:7]([F:13])[CH:8]=2)[N:3]=1.[CH3:14][O-:15].[Na+]. The catalyst is CO. The product is [Cl:1][C:2]1[CH:11]=[C:10]([O:15][CH3:14])[C:9]2[C:4](=[CH:5][CH:6]=[C:7]([F:13])[CH:8]=2)[N:3]=1. The yield is 0.690.